This data is from NCI-60 drug combinations with 297,098 pairs across 59 cell lines. The task is: Regression. Given two drug SMILES strings and cell line genomic features, predict the synergy score measuring deviation from expected non-interaction effect. (1) Drug 1: CC1CCCC2(C(O2)CC(NC(=O)CC(C(C(=O)C(C1O)C)(C)C)O)C(=CC3=CSC(=N3)C)C)C. Drug 2: CC1C(C(CC(O1)OC2CC(CC3=C2C(=C4C(=C3O)C(=O)C5=C(C4=O)C(=CC=C5)OC)O)(C(=O)CO)O)N)O.Cl. Cell line: SN12C. Synergy scores: CSS=42.8, Synergy_ZIP=-1.64, Synergy_Bliss=-2.91, Synergy_Loewe=-0.592, Synergy_HSA=-0.250. (2) Synergy scores: CSS=12.2, Synergy_ZIP=-2.40, Synergy_Bliss=2.51, Synergy_Loewe=-1.83, Synergy_HSA=1.51. Drug 1: C1CCC(CC1)NC(=O)N(CCCl)N=O. Drug 2: C1CC(=O)NC(=O)C1N2C(=O)C3=CC=CC=C3C2=O. Cell line: NCI-H460. (3) Drug 1: CNC(=O)C1=CC=CC=C1SC2=CC3=C(C=C2)C(=NN3)C=CC4=CC=CC=N4. Drug 2: C1=C(C(=O)NC(=O)N1)N(CCCl)CCCl. Cell line: HCC-2998. Synergy scores: CSS=4.61, Synergy_ZIP=-3.58, Synergy_Bliss=-4.31, Synergy_Loewe=-5.40, Synergy_HSA=-4.02. (4) Drug 2: CN(CCCl)CCCl.Cl. Cell line: NCI-H460. Synergy scores: CSS=39.2, Synergy_ZIP=1.22, Synergy_Bliss=-1.32, Synergy_Loewe=-15.8, Synergy_HSA=-1.85. Drug 1: CCN(CC)CCNC(=O)C1=C(NC(=C1C)C=C2C3=C(C=CC(=C3)F)NC2=O)C. (5) Drug 1: CC1=C(C(=CC=C1)Cl)NC(=O)C2=CN=C(S2)NC3=CC(=NC(=N3)C)N4CCN(CC4)CCO. Drug 2: CC(C)CN1C=NC2=C1C3=CC=CC=C3N=C2N. Cell line: ACHN. Synergy scores: CSS=27.8, Synergy_ZIP=-8.98, Synergy_Bliss=-3.82, Synergy_Loewe=-10.9, Synergy_HSA=-3.96. (6) Drug 1: C1=NC2=C(N1)C(=S)N=C(N2)N. Drug 2: N.N.Cl[Pt+2]Cl. Cell line: NCI-H322M. Synergy scores: CSS=17.0, Synergy_ZIP=-8.79, Synergy_Bliss=-10.6, Synergy_Loewe=-19.9, Synergy_HSA=-11.3. (7) Drug 1: CC=C1C(=O)NC(C(=O)OC2CC(=O)NC(C(=O)NC(CSSCCC=C2)C(=O)N1)C(C)C)C(C)C. Drug 2: CC(C)CN1C=NC2=C1C3=CC=CC=C3N=C2N. Cell line: CAKI-1. Synergy scores: CSS=62.6, Synergy_ZIP=2.64, Synergy_Bliss=-2.01, Synergy_Loewe=-38.9, Synergy_HSA=-2.76.